Dataset: Retrosynthesis with 50K atom-mapped reactions and 10 reaction types from USPTO. Task: Predict the reactants needed to synthesize the given product. (1) The reactants are: CN(Cc1ccc(B2OC(C)(C)C(C)(C)O2)c(Cl)c1)C(=O)CCCNC(=O)OC(C)(C)C.Nc1ncnc2c1C(=O)N(c1ccc(Br)cc1)CCO2. Given the product CN(Cc1ccc(-c2ccc(N3CCOc4ncnc(N)c4C3=O)cc2)c(Cl)c1)C(=O)CCCNC(=O)OC(C)(C)C, predict the reactants needed to synthesize it. (2) The reactants are: CN(C)CCn1c(=O)[nH]c2cccnc21.O=S(=O)(Cl)c1cccc(F)c1. Given the product CN(C)CCn1c(=O)n(S(=O)(=O)c2cccc(F)c2)c2cccnc21, predict the reactants needed to synthesize it. (3) Given the product CCn1c(CN2CCN(c3ccc(Br)cc3)CC2)c(Cl)c(=O)n1-c1ccccc1, predict the reactants needed to synthesize it. The reactants are: Brc1ccc(N2CCNCC2)cc1.CCn1c(CBr)c(Cl)c(=O)n1-c1ccccc1. (4) The reactants are: CC(C)(C)CN.Oc1cc(O)c2ccccc2n1. Given the product CC(C)(C)CNc1cc(O)nc2ccccc12, predict the reactants needed to synthesize it. (5) The reactants are: N[C@@H]1C[C@H]1c1cccc(C(=O)NC2CCCC2)c1.O=C1CCN(C2CC2)CC1. Given the product O=C(NC1CCCC1)c1cccc([C@@H]2C[C@H]2NC2CCN(C3CC3)CC2)c1, predict the reactants needed to synthesize it. (6) Given the product CC(C)(C)OC(=O)N=C(NC(=O)OC(C)(C)C)N1CCc2ccc(OCC3CCN(Cc4ccncc4)CC3)cc2C1, predict the reactants needed to synthesize it. The reactants are: CC(C)(C)OC(=O)N=C(NC(=O)OC(C)(C)C)N1CCc2ccc(OCC3CCNCC3)cc2C1.ClCc1ccncc1. (7) Given the product O=C(CO)NC1CCN(Cc2ccn3ncnc(Nc4ccc5c(cnn5Cc5cccc(F)c5)c4)c23)CC1, predict the reactants needed to synthesize it. The reactants are: CC(=O)OCC(=O)NC1CCN(Cc2ccn3ncnc(Nc4ccc5c(cnn5Cc5cccc(F)c5)c4)c23)CC1. (8) Given the product CCCN(Cc1ccc(-c2ccccc2C#N)cc1)C(=O)CCC(C)(C)C(=O)OC, predict the reactants needed to synthesize it. The reactants are: CCCNCc1ccc(-c2ccccc2C#N)cc1.COC(=O)C(C)(C)CCC(=O)O. (9) Given the product O=C(O)c1cccc(Cc2c(-c3ccccc3)nn3cc(F)ccc23)n1, predict the reactants needed to synthesize it. The reactants are: COC(=O)c1cccc(Cc2c(-c3ccccc3)nn3cc(F)ccc23)n1.